From a dataset of NCI-60 drug combinations with 297,098 pairs across 59 cell lines. Regression. Given two drug SMILES strings and cell line genomic features, predict the synergy score measuring deviation from expected non-interaction effect. (1) Drug 1: C1CC2CC3=C(CC1C24CN(S(=O)(=O)N4)CC(F)(F)F)C=CC(=C3)C=CCN5CCC(CC5)C(F)(F)F. Drug 2: CN1C(=O)N2C=NC(=C2N=N1)C(=O)N. Cell line: HCT116. Synergy scores: CSS=29.3, Synergy_ZIP=-0.320, Synergy_Bliss=-0.252, Synergy_Loewe=-67.1, Synergy_HSA=-2.23. (2) Drug 1: C1=CN(C(=O)N=C1N)C2C(C(C(O2)CO)O)O.Cl. Drug 2: CC1=C2C(C(=O)C3(C(CC4C(C3C(C(C2(C)C)(CC1OC(=O)C(C(C5=CC=CC=C5)NC(=O)C6=CC=CC=C6)O)O)OC(=O)C7=CC=CC=C7)(CO4)OC(=O)C)O)C)OC(=O)C. Cell line: PC-3. Synergy scores: CSS=6.59, Synergy_ZIP=1.15, Synergy_Bliss=-2.97, Synergy_Loewe=-4.35, Synergy_HSA=-1.70.